This data is from Reaction yield outcomes from USPTO patents with 853,638 reactions. The task is: Predict the reaction yield, written as a fraction of the theoretical maximum amount of product (1.0 means a 100% yield; for example, 0.34 means a 34% yield). (1) The reactants are [CH3:1][O:2][C:3]1[CH:8]=[C:7]([C:9]([F:12])([F:11])[F:10])[CH:6]=[CH:5][C:4]=1B(O)O.[Cl:16][C:17]1[C:18]2[CH2:26][CH2:25][N:24](C(OC(C)(C)C)=O)[CH2:23][C:19]=2[N:20]=[CH:21][N:22]=1.C(=O)([O-])[O-].[K+].[K+].Cl. The catalyst is O1CCOCC1.O.C(Cl)Cl.CCOCC.C1C=CC(P(C2C=CC=CC=2)[C-]2C=CC=C2)=CC=1.C1C=CC(P(C2C=CC=CC=2)[C-]2C=CC=C2)=CC=1.Cl[Pd]Cl.[Fe+2].C(Cl)Cl. The product is [ClH:16].[CH3:1][O:2][C:3]1[CH:8]=[C:7]([C:9]([F:12])([F:11])[F:10])[CH:6]=[CH:5][C:4]=1[C:17]1[C:18]2[CH2:26][CH2:25][NH:24][CH2:23][C:19]=2[N:20]=[CH:21][N:22]=1. The yield is 1.04. (2) The reactants are [F:1][C:2]1[CH:7]=[CH:6][C:5]([CH2:8][C:9]([OH:11])=O)=[CH:4][CH:3]=1.CN(C)C=O.C(Cl)(=O)C([Cl:20])=O. The catalyst is C1(C)C=CC=CC=1. The product is [F:1][C:2]1[CH:7]=[CH:6][C:5]([CH2:8][C:9]([Cl:20])=[O:11])=[CH:4][CH:3]=1. The yield is 0.990. (3) The reactants are F[C:2](F)(F)[C:3]1[C:4]([C:9]#[N:10])=[N:5][CH:6]=[CH:7][CH:8]=1.[CH3:13][NH:14][NH2:15]. The catalyst is C(O)C. The product is [CH3:13][NH:14][NH:15][C:9]([C:4]1[C:3]([CH3:2])=[CH:8][CH:7]=[CH:6][N:5]=1)=[NH:10]. The yield is 0.870. (4) The reactants are Br[C:2]1[S:6][C:5]([CH2:7][OH:8])=[N:4][N:3]=1.[F:9][C:10]1[CH:15]=[CH:14][C:13](B(O)O)=[CH:12][CH:11]=1.C([O-])([O-])=O.[Na+].[Na+]. The catalyst is C1(C)C=CC=CC=1.C(O)C.C1C=CC([P]([Pd]([P](C2C=CC=CC=2)(C2C=CC=CC=2)C2C=CC=CC=2)([P](C2C=CC=CC=2)(C2C=CC=CC=2)C2C=CC=CC=2)[P](C2C=CC=CC=2)(C2C=CC=CC=2)C2C=CC=CC=2)(C2C=CC=CC=2)C2C=CC=CC=2)=CC=1. The product is [F:9][C:10]1[CH:15]=[CH:14][C:13]([C:2]2[S:6][C:5]([CH2:7][OH:8])=[N:4][N:3]=2)=[CH:12][CH:11]=1. The yield is 0.650.